Task: Predict the product of the given reaction.. Dataset: Forward reaction prediction with 1.9M reactions from USPTO patents (1976-2016) (1) Given the reactants [C:1]([O:5][C:6]([N:8]1[C@H:12]([CH:13]=[CH:14][CH2:15][Si](C)(C)C)[CH2:11][O:10][C:9]1([CH3:21])[CH3:20])=[O:7])([CH3:4])([CH3:3])[CH3:2].[B-](F)(F)(F)[F:23].[B-](F)(F)(F)F.C1[N+]2(CCl)CC[N+](F)(CC2)C1.C([O-])(O)=O.[Na+], predict the reaction product. The product is: [C:1]([O:5][C:6]([N:8]1[C@H:12]([CH:13]([F:23])[CH:14]=[CH2:15])[CH2:11][O:10][C:9]1([CH3:21])[CH3:20])=[O:7])([CH3:4])([CH3:3])[CH3:2]. (2) Given the reactants [C:1]([C:5]1[O:9][N:8]=[C:7]([NH:10][C:11]([NH:13][C:14]2[CH:19]=[CH:18][CH:17]=[C:16]([C:20]#[C:21][C:22]3[C:23](Cl)=[N:24][CH:25]=[N:26][CH:27]=3)[CH:15]=2)=[O:12])[CH:6]=1)([CH3:4])([CH3:3])[CH3:2].Cl.[CH:30]([NH:33][CH2:34][CH2:35][CH2:36][NH2:37])([CH3:32])[CH3:31], predict the reaction product. The product is: [C:1]([C:5]1[O:9][N:8]=[C:7]([NH:10][C:11]([NH:13][C:14]2[CH:19]=[CH:18][CH:17]=[C:16]([C:20]#[C:21][C:22]3[C:23]([NH:37][CH2:36][CH2:35][CH2:34][NH:33][CH:30]([CH3:32])[CH3:31])=[N:24][CH:25]=[N:26][CH:27]=3)[CH:15]=2)=[O:12])[CH:6]=1)([CH3:4])([CH3:3])[CH3:2]. (3) Given the reactants [O:1]=[S:2]1(=[O:26])[CH2:7][CH2:6][CH:5]([C:8]2[CH:13]=[CH:12][C:11]([N:14]3[CH2:18][C@H:17]([CH2:19][NH:20][C:21](=[O:23])[CH3:22])[O:16][C:15]3=[O:24])=[CH:10][C:9]=2[F:25])[CH2:4][CH2:3]1.CC(C)([O-])C.[Li+].Cl[C:34]([O:36][CH2:37][Cl:38])=[O:35], predict the reaction product. The product is: [Cl:38][CH2:37][O:36][C:34](=[O:35])[N:20]([C:21](=[O:23])[CH3:22])[CH2:19][C@@H:17]1[O:16][C:15](=[O:24])[N:14]([C:11]2[CH:12]=[CH:13][C:8]([CH:5]3[CH2:4][CH2:3][S:2](=[O:1])(=[O:26])[CH2:7][CH2:6]3)=[C:9]([F:25])[CH:10]=2)[CH2:18]1.